Dataset: Forward reaction prediction with 1.9M reactions from USPTO patents (1976-2016). Task: Predict the product of the given reaction. Given the reactants [C:1]1([OH:7])[CH:6]=[CH:5][CH:4]=[CH:3][CH:2]=1.[CH3:8][N:9]([CH3:42])[C:10]([C:12]1[CH:13]=[C:14]([CH2:37][CH2:38][C:39](O)=[O:40])[CH:15]=[CH:16][C:17]=1[NH:18][C:19]([C:21]1[C:22]([C:27]2[CH:32]=[CH:31][C:30]([C:33]([F:36])([F:35])[F:34])=[CH:29][CH:28]=2)=[CH:23][CH:24]=[CH:25][CH:26]=1)=[O:20])=[O:11].CCN=C=NCCCN(C)C.Cl, predict the reaction product. The product is: [C:1]1([O:7][C:39](=[O:40])[CH2:38][CH2:37][C:14]2[CH:15]=[CH:16][C:17]([NH:18][C:19]([C:21]3[C:22]([C:27]4[CH:32]=[CH:31][C:30]([C:33]([F:34])([F:36])[F:35])=[CH:29][CH:28]=4)=[CH:23][CH:24]=[CH:25][CH:26]=3)=[O:20])=[C:12]([C:10](=[O:11])[N:9]([CH3:42])[CH3:8])[CH:13]=2)[CH:6]=[CH:5][CH:4]=[CH:3][CH:2]=1.